Dataset: Forward reaction prediction with 1.9M reactions from USPTO patents (1976-2016). Task: Predict the product of the given reaction. (1) Given the reactants Cl[C:2]1[N:7]=[C:6]([NH:8][C:9]2[CH:14]=[CH:13][C:12]([O:15][CH3:16])=[CH:11][C:10]=2[N:17]2[CH:21]=[CH:20][CH:19]=[N:18]2)[C:5]([Cl:22])=[CH:4][N:3]=1.[O:23]1[CH2:28][CH2:27][O:26][CH2:25][CH:24]1[CH2:29][N:30]1[CH2:36][CH2:35][C:34]2[CH:37]=[C:38]([O:42][CH3:43])[C:39]([NH2:41])=[CH:40][C:33]=2[CH2:32][CH2:31]1, predict the reaction product. The product is: [Cl:22][C:5]1[C:6]([NH:8][C:9]2[CH:14]=[CH:13][C:12]([O:15][CH3:16])=[CH:11][C:10]=2[N:17]2[CH:21]=[CH:20][CH:19]=[N:18]2)=[N:7][C:2]([NH:41][C:39]2[C:38]([O:42][CH3:43])=[CH:37][C:34]3[CH2:35][CH2:36][N:30]([CH2:29][CH:24]4[CH2:25][O:26][CH2:27][CH2:28][O:23]4)[CH2:31][CH2:32][C:33]=3[CH:40]=2)=[N:3][CH:4]=1.[O:23]1[CH2:28][CH2:27][O:26][CH2:25][CH:24]1[CH2:29][N:30]1[CH2:36][CH2:35][C:34]2[CH:37]=[C:38]([O:42][CH3:43])[C:39]([NH2:41])=[CH:40][C:33]=2[CH2:32][CH2:31]1. (2) Given the reactants [CH3:1][N:2]([CH2:13][C:14]1[NH:18][C:17]2[CH:19]=[CH:20][CH:21]=[C:22](C(O)=O)[C:16]=2[N:15]=1)[CH:3]1[C:12]2[N:11]=[CH:10][CH:9]=[CH:8][C:7]=2[CH2:6][CH2:5][CH2:4]1.[O:39]=[C:35]1[N:34](P(Cl)([N:34]2[CH2:38][CH2:37]O[C:35]2=[O:39])=O)[CH2:38][CH2:37]O1.C([N:44]([CH2:48][CH3:49])C(C)C)(C)C.[C:50](#N)C, predict the reaction product. The product is: [NH2:44][CH2:48][CH2:49][CH2:50][CH2:37][CH2:38][NH:34][C:35]([C:22]1[C:16]2[N:15]=[C:14]([CH2:13][N:2]([CH3:1])[CH:3]3[C:12]4[N:11]=[CH:10][CH:9]=[CH:8][C:7]=4[CH2:6][CH2:5][CH2:4]3)[NH:18][C:17]=2[CH:19]=[CH:20][CH:21]=1)=[O:39]. (3) Given the reactants C(OC([N:8]1[CH2:13][CH2:12][CH2:11][C@@H:10]([N:14]([C:32]2[N:33]=[CH:34][CH:35]=[C:36]3[CH:40]=[CH:39][N:38]([CH3:41])[C:37]=23)[C:15]([C:17]2[CH:22]=[CH:21][C:20]([C:23]3[CH:24]=[N:25][N:26]([CH3:31])[C:27]=3[C:28]([OH:30])=[O:29])=[CH:19][CH:18]=2)=[O:16])[CH2:9]1)=O)(C)(C)C.[ClH:42], predict the reaction product. The product is: [ClH:42].[CH3:31][N:26]1[C:27]([C:28]([OH:30])=[O:29])=[C:23]([C:20]2[CH:19]=[CH:18][C:17]([C:15](=[O:16])[N:14]([C:32]3[N:33]=[CH:34][CH:35]=[C:36]4[CH:40]=[CH:39][N:38]([CH3:41])[C:37]=34)[C@@H:10]3[CH2:11][CH2:12][CH2:13][NH:8][CH2:9]3)=[CH:22][CH:21]=2)[CH:24]=[N:25]1. (4) The product is: [Cl:28][C:22]1[CH:23]=[C:24]([F:27])[CH:25]=[CH:26][C:21]=1[CH:8]([C:5]1[CH:6]=[CH:7][C:2]([C:35]2[CH:36]=[CH:37][C:32]([C:29]([OH:31])=[O:30])=[CH:33][CH:34]=2)=[CH:3][CH:4]=1)[CH2:9]/[C:10](=[N:11]\[OH:12])/[C:13]1[CH:14]=[CH:15][C:16](=[O:20])[N:17]([CH3:19])[CH:18]=1. Given the reactants Br[C:2]1[CH:7]=[CH:6][C:5]([CH:8]([C:21]2[CH:26]=[CH:25][C:24]([F:27])=[CH:23][C:22]=2[Cl:28])[CH2:9]/[C:10](/[C:13]2[CH:14]=[CH:15][C:16](=[O:20])[N:17]([CH3:19])[CH:18]=2)=[N:11]\[OH:12])=[CH:4][CH:3]=1.[C:29]([C:32]1[CH:37]=[CH:36][C:35](B(O)O)=[CH:34][CH:33]=1)([OH:31])=[O:30], predict the reaction product. (5) Given the reactants [CH2:1]([C@H:8]1[CH2:10][NH:9]1)[C:2]1[CH:7]=[CH:6][CH:5]=[CH:4][CH:3]=1.[CH3:11][N:12]([CH3:17])[S:13](Cl)(=[O:15])=[O:14].C(N(CC)C(C)C)(C)C, predict the reaction product. The product is: [CH2:1]([CH:8]1[CH2:10][N@@:9]1[S:13]([N:12]([CH3:17])[CH3:11])(=[O:15])=[O:14])[C:2]1[CH:7]=[CH:6][CH:5]=[CH:4][CH:3]=1.